This data is from Reaction yield outcomes from USPTO patents with 853,638 reactions. The task is: Predict the reaction yield, written as a fraction of the theoretical maximum amount of product (1.0 means a 100% yield; for example, 0.34 means a 34% yield). (1) The reactants are [Br:1][C:2]1[CH:3]=[C:4]([CH:7]=[CH:8][C:9]=1[O:10][CH3:11])[CH:5]=[O:6].S([CH2:22][N+:23]#[C-:24])(C1C=CC(C)=CC=1)(=O)=O.C([O-])([O-])=O.[K+].[K+]. The catalyst is CO. The product is [Br:1][C:2]1[CH:3]=[C:4]([C:5]2[O:6][CH:24]=[N:23][CH:22]=2)[CH:7]=[CH:8][C:9]=1[O:10][CH3:11]. The yield is 0.800. (2) The reactants are O[Li].O.C([O:6][C:7](=[O:24])[CH2:8][CH2:9][CH2:10][CH2:11][C:12]1[CH:16]=[C:15]([C:17]2[CH:22]=[CH:21][CH:20]=[CH:19][C:18]=2[OH:23])[O:14][N:13]=1)C.Cl. The catalyst is O.O1CCOCC1. The product is [OH:23][C:18]1[CH:19]=[CH:20][CH:21]=[CH:22][C:17]=1[C:15]1[O:14][N:13]=[C:12]([CH2:11][CH2:10][CH2:9][CH2:8][C:7]([OH:24])=[O:6])[CH:16]=1. The yield is 0.870.